The task is: Predict the product of the given reaction.. This data is from Forward reaction prediction with 1.9M reactions from USPTO patents (1976-2016). (1) Given the reactants Br[C:2]1[CH:7]=[C:6]([CH2:8][N:9]2[CH2:14][CH2:13][N:12]([C:15](=[O:24])[C:16]3[CH:21]=[CH:20][CH:19]=[C:18]([Cl:22])[C:17]=3[F:23])[CH2:11][CH2:10]2)[N:5]=[C:4]([NH:25][C:26]2[S:27][CH:28]=[CH:29][N:30]=2)[CH:3]=1.[NH:31]1[CH2:35][CH2:34][CH2:33][C:32]1=[O:36].P([O-])([O-])([O-])=O.[K+].[K+].[K+].CC1(C)C2C=CC=C(P(C3C=CC=CC=3)C3C=CC=CC=3)C=2OC2C1=CC=CC=2P(C1C=CC=CC=1)C1C=CC=CC=1, predict the reaction product. The product is: [Cl:22][C:18]1[C:17]([F:23])=[C:16]([CH:21]=[CH:20][CH:19]=1)[C:15]([N:12]1[CH2:13][CH2:14][N:9]([CH2:8][C:6]2[CH:7]=[C:2]([N:31]3[CH2:35][CH2:34][CH2:33][C:32]3=[O:36])[CH:3]=[C:4]([NH:25][C:26]3[S:27][CH:28]=[CH:29][N:30]=3)[N:5]=2)[CH2:10][CH2:11]1)=[O:24]. (2) Given the reactants C[Si]([C:5]#[N:6])(C)C.[CH3:7][C:8]1[CH:9]=[CH:10][C:11]([O:15][CH2:16][C:17]([F:20])([F:19])[F:18])=[N+:12]([O-])[CH:13]=1.CN(C)C(Cl)=O.O, predict the reaction product. The product is: [CH3:7][C:8]1[C:13]([C:5]#[N:6])=[N:12][C:11]([O:15][CH2:16][C:17]([F:20])([F:18])[F:19])=[CH:10][CH:9]=1. (3) Given the reactants C([O:9][CH2:10][C:11]1[N:16]=[CH:15][C:14]([Br:17])=[CH:13][N:12]=1)(=O)C1C=CC=CC=1.C[O-].[Na+].CO, predict the reaction product. The product is: [Br:17][C:14]1[CH:13]=[N:12][C:11]([CH2:10][OH:9])=[N:16][CH:15]=1. (4) Given the reactants [NH2:1][C@@H:2]1[C:8](=[O:9])[N:7]([CH2:10][CH:11]2[CH2:13][CH2:12]2)[C:6]2[CH:14]=[CH:15][CH:16]=[CH:17][C:5]=2[C:4]2[CH:18]=[CH:19][CH:20]=[CH:21][C:3]1=2.[C:22](O)(=[O:26])[C@H:23]([CH3:25])[OH:24].O.ON1C2C=CC=CC=2N=N1.C(N(C(C)C)C(C)C)C.Cl.CN(C)CCCN=C=NCC, predict the reaction product. The product is: [CH:11]1([CH2:10][N:7]2[C:8](=[O:9])[C@@H:2]([NH:1][C:22](=[O:26])[C@@H:23]([OH:24])[CH3:25])[C:3]3[CH:21]=[CH:20][CH:19]=[CH:18][C:4]=3[C:5]3[CH:17]=[CH:16][CH:15]=[CH:14][C:6]2=3)[CH2:13][CH2:12]1. (5) Given the reactants [F:1][C:2]1[CH:10]=[CH:9][CH:8]=[C:7]2[C:3]=1[C:4]([CH:11]=[O:12])=[CH:5][NH:6]2.[CH2:13](OC(C1NC2C(C=1)=CC=CC=2)=O)C, predict the reaction product. The product is: [F:1][C:2]1[CH:10]=[CH:9][CH:8]=[C:7]2[C:3]=1[C:4]([CH:11]=[O:12])=[CH:5][N:6]2[CH3:13]. (6) Given the reactants [Cl:1][C:2]1[N:7]=[C:6](Cl)[CH:5]=[CH:4][N:3]=1.[C:9]([C:11]1[CH:17]=[CH:16][CH:15]=[CH:14][C:12]=1[NH2:13])#[N:10], predict the reaction product. The product is: [Cl:1][C:2]1[N:7]=[C:6]([NH:13][C:12]2[CH:14]=[CH:15][CH:16]=[CH:17][C:11]=2[C:9]#[N:10])[CH:5]=[CH:4][N:3]=1.